Dataset: Peptide-MHC class I binding affinity with 185,985 pairs from IEDB/IMGT. Task: Regression. Given a peptide amino acid sequence and an MHC pseudo amino acid sequence, predict their binding affinity value. This is MHC class I binding data. (1) The peptide sequence is VEFLKDAWEI. The MHC is HLA-B40:01 with pseudo-sequence HLA-B40:01. The binding affinity (normalized) is 0.365. (2) The peptide sequence is SPISNVANA. The MHC is HLA-B35:01 with pseudo-sequence HLA-B35:01. The binding affinity (normalized) is 0.0641. (3) The peptide sequence is TAYEKLWYI. The MHC is HLA-B58:01 with pseudo-sequence HLA-B58:01. The binding affinity (normalized) is 0.550.